This data is from Reaction yield outcomes from USPTO patents with 853,638 reactions. The task is: Predict the reaction yield, written as a fraction of the theoretical maximum amount of product (1.0 means a 100% yield; for example, 0.34 means a 34% yield). (1) The reactants are N(C(OCC)=O)=NC(OCC)=O.[Cl:13][C:14]1[C:23]2[C:18](=[CH:19][C:20]([O:25][CH3:26])=[C:21]([OH:24])[CH:22]=2)[N:17]=[CH:16][N:15]=1.C1(P(C2C=CC=CC=2)C2C=CC=CC=2)C=CC=CC=1.[C:46]([O:50][C:51]([N:53]1[CH2:58][CH2:57][CH2:56][CH:55](O)[CH2:54]1)=[O:52])([CH3:49])([CH3:48])[CH3:47]. The catalyst is ClCCl. The product is [Cl:13][C:14]1[C:23]2[C:18](=[CH:19][C:20]([O:25][CH3:26])=[C:21]([O:24][CH:57]3[CH2:56][CH2:55][CH2:54][N:53]([C:51]([O:50][C:46]([CH3:49])([CH3:48])[CH3:47])=[O:52])[CH2:58]3)[CH:22]=2)[N:17]=[CH:16][N:15]=1. The yield is 0.530. (2) The reactants are C([O:9][C:10]1[CH:15]=[C:14](I)[C:13]([O:17][C:18]2[CH:23]=[CH:22][C:21]([O:24][CH3:25])=[C:20]([CH:26]([CH3:28])[CH3:27])[CH:19]=2)=[C:12](I)[CH:11]=1)(=O)C1C=CC=CC=1.[C:30]([Cu])#[N:31].Cl.[CH3:34][N:35](C=O)C. No catalyst specified. The product is [C:34]([C:14]1[CH:15]=[C:10]([OH:9])[CH:11]=[C:12]([C:30]#[N:31])[C:13]=1[O:17][C:18]1[CH:23]=[CH:22][C:21]([O:24][CH3:25])=[C:20]([CH:26]([CH3:27])[CH3:28])[CH:19]=1)#[N:35]. The yield is 0.350. (3) The reactants are CCN=C=NCCCN(C)C.C1C=CC2[N:20]([OH:21])N=NC=2C=1.[Br:22][C:23]1[CH:28]=[CH:27][C:26]([NH:29][C:30]2[C:38]([C:39]([OH:41])=O)=[C:37]3[N:33]([CH2:34][CH2:35][CH2:36]3)[C:32](=[O:42])[C:31]=2[Cl:43])=[C:25]([F:44])[CH:24]=1.Cl.[CH3:46]OON. The catalyst is CN(C=O)C. The product is [CH3:46][O:21][NH:20][C:39]([C:38]1[C:30]([NH:29][C:26]2[CH:27]=[CH:28][C:23]([Br:22])=[CH:24][C:25]=2[F:44])=[C:31]([Cl:43])[C:32](=[O:42])[N:33]2[C:37]=1[CH2:36][CH2:35][CH2:34]2)=[O:41]. The yield is 0.0930. (4) The reactants are [Br:1][C:2]1[CH:3]=[C:4]([CH:7]=[C:8]([B:10]2[O:14]C(C)(C)C(C)(C)[O:11]2)[CH:9]=1)[C:5]#[N:6].Cl. No catalyst specified. The product is [Br:1][C:2]1[CH:9]=[C:8]([B:10]([OH:14])[OH:11])[CH:7]=[C:4]([C:5]#[N:6])[CH:3]=1. The yield is 0.680. (5) The reactants are [N+:1]([C:4]1[CH:5]=[C:6]([CH:10]=[CH:11][C:12]=1[N+:13]([O-:15])=[O:14])[C:7](O)=[O:8])([O-:3])=[O:2]. The catalyst is O1CCCC1. The product is [N+:1]([C:4]1[CH:5]=[C:6]([CH2:7][OH:8])[CH:10]=[CH:11][C:12]=1[N+:13]([O-:15])=[O:14])([O-:3])=[O:2]. The yield is 1.00. (6) The reactants are N12CCCN=C1CCCCC2.Cl.[NH2:13][CH2:14][C:15]1[CH:23]=[CH:22][CH:21]=[C:20]2[C:16]=1[C:17](=[O:34])[N:18]([C:25]1([CH3:33])[CH2:30][CH2:29][C:28](=[O:31])[NH:27][C:26]1=[O:32])[C:19]2=[O:24].[CH2:35]([N:37]=[C:38]=[O:39])[CH3:36]. The catalyst is C(#N)C. The product is [CH2:35]([NH:37][C:38]([NH:13][CH2:14][C:15]1[CH:23]=[CH:22][CH:21]=[C:20]2[C:16]=1[C:17](=[O:34])[N:18]([C:25]1([CH3:33])[CH2:30][CH2:29][C:28](=[O:31])[NH:27][C:26]1=[O:32])[C:19]2=[O:24])=[O:39])[CH3:36]. The yield is 0.550. (7) The reactants are [CH3:1][C:2]1[C:6]([C:7]2[CH:16]=[C:15]3[C:10]([C:11]([NH:20][CH2:21][CH:22]4[CH2:27][CH2:26][O:25][CH2:24][CH2:23]4)=[C:12]([N+:17]([O-])=O)[CH:13]=[N:14]3)=[CH:9][C:8]=2[O:28][CH3:29])=[C:5]([CH3:30])[O:4][N:3]=1. The catalyst is C(OCC)(=O)C.CO.[Pd].O.CC1C=C2N=C3C(=NC(NC3=O)=O)N(C[C@H](O)[C@H](O)[C@H](O)CO)C2=CC=1C. The product is [CH3:1][C:2]1[C:6]([C:7]2[CH:16]=[C:15]3[C:10]([C:11]([NH:20][CH2:21][CH:22]4[CH2:23][CH2:24][O:25][CH2:26][CH2:27]4)=[C:12]([NH2:17])[CH:13]=[N:14]3)=[CH:9][C:8]=2[O:28][CH3:29])=[C:5]([CH3:30])[O:4][N:3]=1. The yield is 0.404. (8) The product is [F:23][CH:19]([F:24])[O:11][C:3]1[CH:4]=[CH:5][C:6]([N+:8]([O-:10])=[O:9])=[CH:7][C:2]=1[CH3:1]. The yield is 0.860. The reactants are [CH3:1][C:2]1[CH:7]=[C:6]([N+:8]([O-:10])=[O:9])[CH:5]=[CH:4][C:3]=1[OH:11].C([O-])([O-])=O.[Cs+].[Cs+].Cl[C:19]([F:24])([F:23])C([O-])=O.[Na+]. The catalyst is CN(C)C=O.O.